Dataset: Forward reaction prediction with 1.9M reactions from USPTO patents (1976-2016). Task: Predict the product of the given reaction. Given the reactants [C:1]([O:4][C@@H:5]1[C@H:9]([O:10][C:11](=[O:13])[CH3:12])[C@@H:8]([CH2:14][O:15][C:16](=[O:18])[CH3:17])[O:7][C@H:6]1[N:19]1[CH:26]=[CH:25][C:23](=[O:24])[NH:22][C:20]1=[O:21])(=[O:3])[CH3:2].C(OC(=O)C)(=O)C.[Br:34]Br.C(O)C, predict the reaction product. The product is: [Br:34][C:25]1[C:23](=[O:24])[NH:22][C:20](=[O:21])[N:19]([CH:26]=1)[C@@H:6]1[O:7][C@H:8]([CH2:14][O:15][C:16](=[O:18])[CH3:17])[C@@H:9]([O:10][C:11](=[O:13])[CH3:12])[C@H:5]1[O:4][C:1](=[O:3])[CH3:2].